From a dataset of Forward reaction prediction with 1.9M reactions from USPTO patents (1976-2016). Predict the product of the given reaction. (1) Given the reactants [F:1][C:2]1[CH:26]=[CH:25][CH:24]=[CH:23][C:3]=1[CH2:4][C:5]1[C:9]2=[N:10][CH:11]=[CH:12][CH:13]=[C:8]2[N:7]([C:14]2[N:19]=[C:18]([NH2:20])[C:17]([NH2:21])=[C:16]([NH2:22])[N:15]=2)[N:6]=1.I[CH2:28][CH3:29].[O:30]1CCC[CH2:31]1, predict the reaction product. The product is: [NH2:20][C:18]1[N:19]=[C:14]([N:7]2[C:8]3[C:9](=[N:10][CH:11]=[CH:12][CH:13]=3)[C:5]([CH2:4][C:3]3[CH:23]=[CH:24][CH:25]=[CH:26][C:2]=3[F:1])=[N:6]2)[N:15]=[C:16]2[C:17]=1[N:21]([CH2:28][CH3:29])[C:31](=[O:30])[NH:22]2. (2) Given the reactants [Cl:1][C:2]1[C:6]([Cl:7])=[C:5]([C:8]([C:10]2[CH:14]=[CH:13][S:12][CH:11]=2)=O)[S:4][N:3]=1.Cl.[NH2:16][OH:17], predict the reaction product. The product is: [Cl:1][C:2]1[C:6]([Cl:7])=[C:5]([C:8]([C:10]2[CH:14]=[CH:13][S:12][CH:11]=2)=[N:16][OH:17])[S:4][N:3]=1. (3) Given the reactants [F:1][C:2]1[CH:11]=[C:10]2[C:5]([C:6]([OH:19])=[C:7]([CH3:18])[C:8]([C:12]3[CH:17]=[CH:16][CH:15]=[CH:14][N:13]=3)=[N:9]2)=[CH:4][CH:3]=1.[H-].[Na+].[Br:22][C:23]1[CH:30]=[CH:29][C:26]([C:27]#[N:28])=[C:25](F)[CH:24]=1, predict the reaction product. The product is: [Br:22][C:23]1[CH:30]=[CH:29][C:26]([C:27]#[N:28])=[C:25]([O:19][C:6]2[C:5]3[C:10](=[CH:11][C:2]([F:1])=[CH:3][CH:4]=3)[N:9]=[C:8]([C:12]3[CH:17]=[CH:16][CH:15]=[CH:14][N:13]=3)[C:7]=2[CH3:18])[CH:24]=1. (4) Given the reactants [NH2:1][C@@H:2]1[CH2:7][CH2:6][CH2:5][N:4]([C:8]2[N:13]([CH2:14][C:15]3[CH:22]=[CH:21][CH:20]=[CH:19][C:16]=3[C:17]#[N:18])[C:12](=[O:23])[N:11](CC3C=CC=C(C#N)C=3)[C:10](=[O:33])[CH:9]=2)[CH2:3]1.[CH3:34][O:35][C:36](=[O:45])[C:37]1[CH:42]=[CH:41][CH:40]=[C:39]([CH2:43]Br)[CH:38]=1, predict the reaction product. The product is: [CH3:34][O:35][C:36](=[O:45])[C:37]1[CH:42]=[CH:41][CH:40]=[C:39]([CH2:43][N:11]2[C:10](=[O:33])[CH:9]=[C:8]([N:4]3[CH2:5][CH2:6][CH2:7][C@@H:2]([NH2:1])[CH2:3]3)[N:13]([CH2:14][C:15]3[CH:22]=[CH:21][CH:20]=[CH:19][C:16]=3[C:17]#[N:18])[C:12]2=[O:23])[CH:38]=1. (5) Given the reactants [OH:1][C:2]1[S:6][C:5]([C:7]2[N:12]=[C:11]([NH:13][C:14]3[CH:19]=[CH:18][C:17]([CH2:20][C:21]([O:23][CH2:24][CH3:25])=[O:22])=[CH:16][CH:15]=3)[C:10]([CH2:26][CH3:27])=[C:9]([CH3:28])[N:8]=2)=[CH:4][CH:3]=1.C(=O)([O-])[O-].[Li+].[Li+].Cl[C:36]([F:45])([F:44])C(OC(C)(C)C)=O.O, predict the reaction product. The product is: [F:44][CH:36]([F:45])[O:1][C:2]1[S:6][C:5]([C:7]2[N:12]=[C:11]([NH:13][C:14]3[CH:19]=[CH:18][C:17]([CH2:20][C:21]([O:23][CH2:24][CH3:25])=[O:22])=[CH:16][CH:15]=3)[C:10]([CH2:26][CH3:27])=[C:9]([CH3:28])[N:8]=2)=[CH:4][CH:3]=1. (6) Given the reactants [Cl:1][C:2]1[CH:7]=[C:6]([F:8])[CH:5]=[CH:4][C:3]=1[C:9]1([C:15]([OH:17])=O)[CH2:14][CH2:13][CH2:12][CH2:11][CH2:10]1.[NH2:18][CH2:19][CH2:20][CH2:21][N:22]1[CH2:27][CH2:26][CH:25]([C:28]2[CH:29]=[C:30]([NH:35][C:36](=[O:40])[CH:37]([CH3:39])[CH3:38])[CH:31]=[CH:32][C:33]=2[CH3:34])[CH2:24][CH2:23]1, predict the reaction product. The product is: [Cl:1][C:2]1[CH:7]=[C:6]([F:8])[CH:5]=[CH:4][C:3]=1[C:9]1([C:15]([NH:18][CH2:19][CH2:20][CH2:21][N:22]2[CH2:27][CH2:26][CH:25]([C:28]3[CH:29]=[C:30]([NH:35][C:36](=[O:40])[CH:37]([CH3:39])[CH3:38])[CH:31]=[CH:32][C:33]=3[CH3:34])[CH2:24][CH2:23]2)=[O:17])[CH2:10][CH2:11][CH2:12][CH2:13][CH2:14]1. (7) Given the reactants C([Li])CCC.Br[C:7]1[CH:8]=[N:9][CH:10]=[CH:11][CH:12]=1.[CH3:13][S:14][C:15]1[N:20]=[C:19]([NH:21][CH2:22][C:23]2[CH:28]=[CH:27][C:26]([O:29][CH3:30])=[C:25]([Cl:31])[CH:24]=2)[C:18]([CH:32]=[O:33])=[CH:17][N:16]=1.C(=O)([O-])O.[Na+], predict the reaction product. The product is: [CH3:13][S:14][C:15]1[N:20]=[C:19]([NH:21][CH2:22][C:23]2[CH:28]=[CH:27][C:26]([O:29][CH3:30])=[C:25]([Cl:31])[CH:24]=2)[C:18]([CH:32]([OH:33])[C:7]2[CH:8]=[N:9][CH:10]=[CH:11][CH:12]=2)=[CH:17][N:16]=1. (8) The product is: [C:1]([C:3]1[C:4]([N+:32]([O-:34])=[O:33])=[CH:5][C:6]([O:21][CH3:22])=[C:7]([CH:20]=1)[O:8][CH:9]1[CH2:10][CH2:11][N:12]([CH2:15][C:16]([NH:18][CH3:19])=[O:17])[CH2:13][CH2:14]1)#[N:2]. Given the reactants [C:1]([C:3]1[CH:4]=[CH:5][C:6]([O:21][CH3:22])=[C:7]([CH:20]=1)[O:8][CH:9]1[CH2:14][CH2:13][N:12]([CH2:15][C:16]([NH:18][CH3:19])=[O:17])[CH2:11][CH2:10]1)#[N:2].C(O)(=O)C.S(=O)(=O)(O)O.[N+:32]([O-])([OH:34])=[O:33].N.C(#N)CC, predict the reaction product.